The task is: Predict the product of the given reaction.. This data is from Forward reaction prediction with 1.9M reactions from USPTO patents (1976-2016). (1) Given the reactants [CH3:1][C:2]1[N:12]=[C:11]2[N:6]([CH2:7][CH2:8][CH2:9][CH2:10]2)[C:4](=[O:5])[C:3]=1[CH2:13][CH2:14][N:15]1[CH2:20][CH2:19][CH:18]([C:21]2[C:22]3[CH:23]=[CH:24][C:25]([F:30])=[CH:26][C:27]=3[O:28][N:29]=2)[CH2:17][CH2:16]1.[ClH:31], predict the reaction product. The product is: [CH3:1][C:2]1[N:12]=[C:11]2[N:6]([CH2:7][CH2:8][CH2:9][CH2:10]2)[C:4](=[O:5])[C:3]=1[CH2:13][CH2:14][N:15]1[CH2:16][CH2:17][CH:18]([C:21]2[C:22]3[CH:23]=[CH:24][C:25]([F:30])=[CH:26][C:27]=3[O:28][N:29]=2)[CH2:19][CH2:20]1.[ClH:31]. (2) The product is: [OH:30][CH2:29][C@H:24]1[CH2:25][CH2:26][CH2:27][CH2:28][N:23]1[C:18]([C:12]1[S:13][C:14]2[CH2:15][CH2:16][O:17][C:8]3[CH:7]=[C:6]([C:4]4[CH:3]=[N:2][NH:1][CH:5]=4)[CH:22]=[CH:21][C:9]=3[C:10]=2[N:11]=1)=[O:19]. Given the reactants [NH:1]1[CH:5]=[C:4]([C:6]2[CH:22]=[CH:21][C:9]3[C:10]4[N:11]=[C:12]([C:18](O)=[O:19])[S:13][C:14]=4[CH2:15][CH2:16][O:17][C:8]=3[CH:7]=2)[CH:3]=[N:2]1.[NH:23]1[CH2:28][CH2:27][CH2:26][CH2:25][C@H:24]1[CH2:29][OH:30], predict the reaction product. (3) Given the reactants [NH2:1][C:2]1[C:16]([CH3:17])=[CH:15][C:14](Br)=[CH:13][C:3]=1[C:4]([O:6][CH2:7][CH2:8][CH2:9][CH2:10][CH2:11][CH3:12])=[O:5].[Cu](C#N)[C:20]#[N:21], predict the reaction product. The product is: [NH2:1][C:2]1[C:16]([CH3:17])=[CH:15][C:14]([C:20]#[N:21])=[CH:13][C:3]=1[C:4]([O:6][CH2:7][CH2:8][CH2:9][CH2:10][CH2:11][CH3:12])=[O:5]. (4) The product is: [CH2:1]([O:3][C:4]([C:6]1[N:7]=[CH:8][N:9]([C:11]2[CH:16]=[CH:15][CH:14]=[C:13]([CH2:17][OH:18])[CH:12]=2)[CH:10]=1)=[O:5])[CH3:2]. Given the reactants [CH2:1]([O:3][C:4]([C:6]1[N:7]=[CH:8][N:9]([C:11]2[CH:16]=[CH:15][CH:14]=[C:13]([C:17](C)(C)[O:18][SiH2]C(C)(C)C)[CH:12]=2)[CH:10]=1)=[O:5])[CH3:2].[F-].C([N+](CCCC)(CCCC)CCCC)CCC, predict the reaction product. (5) Given the reactants [Cl:1][C:2]1[CH:7]=[C:6]([C:8]([OH:10])=[O:9])[CH:5]=[C:4]([CH3:11])[N:3]=1.[CH2:12](O)[CH3:13], predict the reaction product. The product is: [Cl:1][C:2]1[CH:7]=[C:6]([C:8]([O:10][CH2:12][CH3:13])=[O:9])[CH:5]=[C:4]([CH3:11])[N:3]=1. (6) Given the reactants NC1(C2C=CC(C3C(=O)C4C(=CC=C(F)C=4)OC=3C3C=CC=CC=3)=CC=2)CCC1.C(OC(=O)[NH:36][C:37]1([C:41]2[CH:46]=[CH:45][C:44]([C:47]3[C:56](=[S:57])[C:55]4[C:50](=[CH:51][CH:52]=[CH:53][CH:54]=4)[O:49][C:48]=3[C:58]3[CH:63]=[CH:62][CH:61]=[CH:60][CH:59]=3)=[CH:43][CH:42]=2)[CH2:40][CH2:39][CH2:38]1)(C)(C)C.C(O)(C(F)(F)F)=O.[ClH:72], predict the reaction product. The product is: [ClH:72].[NH2:36][C:37]1([C:41]2[CH:42]=[CH:43][C:44]([C:47]3[C:56](=[S:57])[C:55]4[C:50](=[CH:51][CH:52]=[CH:53][CH:54]=4)[O:49][C:48]=3[C:58]3[CH:63]=[CH:62][CH:61]=[CH:60][CH:59]=3)=[CH:45][CH:46]=2)[CH2:38][CH2:39][CH2:40]1. (7) The product is: [C:16]12([C:26]([O:7][CH2:6][CH2:5][S:1]([O-:4])(=[O:3])=[O:2])=[O:27])[CH2:23][CH:22]3[CH2:21][CH:20]([CH2:19][CH:18]([CH2:24]3)[CH2:17]1)[CH2:25]2.[C:51]([C:48]1[CH:49]=[CH:50][C:45]([I+:44][C:41]2[CH:40]=[CH:39][C:38]([C:34]([CH3:37])([CH3:36])[CH3:35])=[CH:43][CH:42]=2)=[CH:46][CH:47]=1)([CH3:54])([CH3:53])[CH3:52]. Given the reactants [S:1]([CH2:5][CH2:6][OH:7])([O-:4])(=[O:3])=[O:2].[Na+].C(N(CC)CC)C.[C:16]12([C:26](Cl)=[O:27])[CH2:25][CH:20]3[CH2:21][CH:22]([CH2:24][CH:18]([CH2:19]3)[CH2:17]1)[CH2:23]2.S([O-])(O)(=O)=O.[C:34]([C:38]1[CH:43]=[CH:42][C:41]([I+:44][C:45]2[CH:50]=[CH:49][C:48]([C:51]([CH3:54])([CH3:53])[CH3:52])=[CH:47][CH:46]=2)=[CH:40][CH:39]=1)([CH3:37])([CH3:36])[CH3:35], predict the reaction product.